From a dataset of Peptide-MHC class I binding affinity with 185,985 pairs from IEDB/IMGT. Regression. Given a peptide amino acid sequence and an MHC pseudo amino acid sequence, predict their binding affinity value. This is MHC class I binding data. (1) The binding affinity (normalized) is 0.699. The MHC is HLA-C06:02 with pseudo-sequence HLA-C06:02. The peptide sequence is SVIDHIHYM. (2) The peptide sequence is SQYDPKELL. The MHC is HLA-A03:01 with pseudo-sequence HLA-A03:01. The binding affinity (normalized) is 0.0847.